The task is: Predict the reactants needed to synthesize the given product.. This data is from Full USPTO retrosynthesis dataset with 1.9M reactions from patents (1976-2016). Given the product [CH:30]([C:2]1[CH:10]=[CH:9][CH:8]=[C:7]2[C:3]=1[CH2:4][N:5]([C:11]([O:13][C@H:14]1[CH2:18][N:17]([C:19]([O:21][C:22]([CH3:24])([CH3:25])[CH3:23])=[O:20])[C@H:16]([C:26]([O:28][CH3:29])=[O:27])[CH2:15]1)=[O:12])[CH2:6]2)=[CH2:31], predict the reactants needed to synthesize it. The reactants are: Br[C:2]1[CH:10]=[CH:9][CH:8]=[C:7]2[C:3]=1[CH2:4][N:5]([C:11]([O:13][C@H:14]1[CH2:18][N:17]([C:19]([O:21][C:22]([CH3:25])([CH3:24])[CH3:23])=[O:20])[C@H:16]([C:26]([O:28][CH3:29])=[O:27])[CH2:15]1)=[O:12])[CH2:6]2.[CH:30]([B-](F)(F)F)=[CH2:31].[K+].